From a dataset of Catalyst prediction with 721,799 reactions and 888 catalyst types from USPTO. Predict which catalyst facilitates the given reaction. (1) Reactant: [H-].[Na+].[CH:3]1([C:6]2[CH:17]=[C:16]([F:18])[C:9]3[C:10](=[O:15])[NH:11][CH2:12][CH2:13][O:14][C:8]=3[CH:7]=2)[CH2:5][CH2:4]1.[Br:19][C:20]1[CH:29]=[CH:28][C:27]([CH2:30]Br)=[CH:26][C:21]=1[C:22]([O:24]C)=[O:23]. Product: [Br:19][C:20]1[CH:29]=[CH:28][C:27]([CH2:30][N:11]2[C:10](=[O:15])[C:9]3[C:16]([F:18])=[CH:17][C:6]([CH:3]4[CH2:5][CH2:4]4)=[CH:7][C:8]=3[O:14][CH2:13][CH2:12]2)=[CH:26][C:21]=1[C:22]([OH:24])=[O:23]. The catalyst class is: 9. (2) Reactant: [N:1]([CH2:4][CH2:5][CH2:6][CH2:7][CH2:8][CH2:9][CH2:10][CH2:11][CH2:12][C:13]([OH:15])=[O:14])=[N+:2]=[N-:3].[CH2:16]([Sn:20]([C:29]#[CH:30])([CH2:25][CH2:26][CH2:27][CH3:28])[CH2:21][CH2:22][CH2:23][CH3:24])[CH2:17][CH2:18][CH3:19].C(N(CC)CC)C. Product: [CH2:25]([Sn:20]([CH2:21][CH2:22][CH2:23][CH3:24])([CH2:16][CH2:17][CH2:18][CH3:19])[C:29]1[N:3]=[N:2][N:1]([CH2:4][CH2:5][CH2:6][CH2:7][CH2:8][CH2:9][CH2:10][CH2:11][CH2:12][C:13]([OH:15])=[O:14])[CH:30]=1)[CH2:26][CH2:27][CH3:28]. The catalyst class is: 1. (3) Reactant: [Cl:1][C:2]1[S:6][C:5]([C:7]([NH:9][C:10]2[N:14]=[CH:13][N:12]([CH2:15][C:16]([OH:18])=O)[N:11]=2)=[O:8])=[CH:4][CH:3]=1.[CH3:19][N:20]1[CH2:25][CH2:24][CH:23]([N:26]2[CH2:31][CH2:30][NH:29][CH2:28][CH2:27]2)[CH2:22][CH2:21]1. Product: [CH3:19][N:20]1[CH2:21][CH2:22][CH:23]([N:26]2[CH2:31][CH2:30][N:29]([C:16](=[O:18])[CH2:15][N:12]3[CH:13]=[N:14][C:10]([NH:9][C:7]([C:5]4[S:6][C:2]([Cl:1])=[CH:3][CH:4]=4)=[O:8])=[N:11]3)[CH2:28][CH2:27]2)[CH2:24][CH2:25]1. The catalyst class is: 1. (4) Reactant: [C:1]([N:5]1[CH:9]=[C:8]([CH2:10][CH2:11][CH2:12][CH3:13])[C:7](=[NH:14])[S:6]1)([CH3:4])([CH3:3])[CH3:2].[CH3:15][O:16][C:17]([CH:19]1[CH2:23][CH2:22][C:21]([CH3:27])([C:24](O)=[O:25])[C:20]1([CH3:29])[CH3:28])=[O:18].C(N(CC)CC)C. Product: [CH2:10]([C:8]1=[CH:9][N:5]([C:1]([CH3:4])([CH3:3])[CH3:2])[S:6]/[C:7]/1=[N:14]\[C:24]([C:21]1([CH3:27])[CH2:22][CH2:23][CH:19]([C:17]([O:16][CH3:15])=[O:18])[C:20]1([CH3:29])[CH3:28])=[O:25])[CH2:11][CH2:12][CH3:13]. The catalyst class is: 10. (5) Reactant: [CH:1](N(C(C)C)CC)(C)C.[CH3:10][O:11][CH2:12]Cl.[CH2:14]([O:21][CH2:22][C@@:23]1([CH2:49][OH:50])[O:27][C@@H:26]([N:28]2[CH:36]=[C:34]([CH3:35])[C:32](=[O:33])[N:31]([CH2:37][O:38][CH2:39][C:40]3[CH:45]=[CH:44][CH:43]=[CH:42][CH:41]=3)[C:29]2=[O:30])[CH2:25][C@:24]1([CH2:47][OH:48])[OH:46])[C:15]1[CH:20]=[CH:19][CH:18]=[CH:17][CH:16]=1.[C:51](=[O:54])(O)[O-].[Na+]. Product: [CH2:14]([O:21][CH2:22][C@@:23]1([CH2:49][O:50][CH2:1][O:54][CH3:51])[O:27][C@@H:26]([N:28]2[CH:36]=[C:34]([CH3:35])[C:32](=[O:33])[N:31]([CH2:37][O:38][CH2:39][C:40]3[CH:45]=[CH:44][CH:43]=[CH:42][CH:41]=3)[C:29]2=[O:30])[CH2:25][C@:24]1([CH2:47][O:48][CH2:10][O:11][CH3:12])[OH:46])[C:15]1[CH:20]=[CH:19][CH:18]=[CH:17][CH:16]=1. The catalyst class is: 2.